Dataset: Reaction yield outcomes from USPTO patents with 853,638 reactions. Task: Predict the reaction yield, written as a fraction of the theoretical maximum amount of product (1.0 means a 100% yield; for example, 0.34 means a 34% yield). (1) The product is [Cl:18][C:19]1[CH:26]=[CH:25][C:22]([CH2:23][N:11]2[CH:10]=[C:9]([N:8]([C:5]3[CH:6]=[CH:7][C:2]([F:1])=[CH:3][CH:4]=3)[CH3:17])[CH:14]=[CH:13][C:12]2=[O:15])=[CH:21][CH:20]=1. The catalyst is C(#N)C. The yield is 0.340. The reactants are [F:1][C:2]1[CH:7]=[CH:6][C:5]([N:8]([CH3:17])[C:9]2[CH:10]=[N:11][C:12]([O:15]C)=[CH:13][CH:14]=2)=[CH:4][CH:3]=1.[Cl:18][C:19]1[CH:26]=[CH:25][C:22]([CH2:23]Br)=[CH:21][CH:20]=1. (2) The reactants are [F:1][C:2]1[CH:28]=[CH:27][C:5]([CH2:6][N:7]2[CH:11]=[C:10]([C:12]3[N:13]=[C:14]4[N:19]([C:20](=[O:24])[C:21]=3[O:22]C)[CH2:18][CH2:17][O:16][C:15]4([CH3:26])[CH3:25])[N:9]=[CH:8]2)=[CH:4][CH:3]=1.B(Br)(Br)Br.S(C)C. The catalyst is ClC(Cl)C. The product is [F:1][C:2]1[CH:28]=[CH:27][C:5]([CH2:6][N:7]2[CH:11]=[C:10]([C:12]3[N:13]=[C:14]4[N:19]([C:20](=[O:24])[C:21]=3[OH:22])[CH2:18][CH2:17][O:16][C:15]4([CH3:26])[CH3:25])[N:9]=[CH:8]2)=[CH:4][CH:3]=1. The yield is 0.420. (3) The reactants are Br[C:2]1[C:3]([CH3:12])=[N:4][C:5]([O:10]C)=[C:6]([CH2:8][CH3:9])[CH:7]=1.C(=O)([O-])[O-].[K+].[K+].[NH:19]1[CH:23]=[CH:22][N:21]=[N:20]1. The catalyst is [Cu](I)I. The product is [CH2:8]([C:6]1[C:5](=[O:10])[NH:4][C:3]([CH3:12])=[C:2]([N:20]2[N:21]=[CH:22][CH:23]=[N:19]2)[CH:7]=1)[CH3:9]. The yield is 0.110. (4) The reactants are [CH3:1][O:2][C:3]1[CH:8]=[CH:7][C:6]([S:9]([C:12]2[C:13](O)=[N:14][C:15]([CH3:18])=[N:16][CH:17]=2)(=[O:11])=[O:10])=[CH:5][CH:4]=1.P(Cl)(Cl)([Cl:22])=O. No catalyst specified. The product is [Cl:22][C:13]1[C:12]([S:9]([C:6]2[CH:7]=[CH:8][C:3]([O:2][CH3:1])=[CH:4][CH:5]=2)(=[O:11])=[O:10])=[CH:17][N:16]=[C:15]([CH3:18])[N:14]=1. The yield is 0.830. (5) The reactants are [C:1]([O:5][C:6]([NH:8][C@@H:9]([C@H:13]([OH:15])[CH3:14])[C:10]([OH:12])=[O:11])=[O:7])([CH3:4])([CH3:3])[CH3:2].[H-].[Na+].[CH2:18](Br)[C:19]1[CH:24]=[CH:23][CH:22]=[CH:21][CH:20]=1. The catalyst is CN(C=O)C. The product is [CH2:18]([O:15][C@H:13]([CH3:14])[C@H:9]([NH:8][C:6]([O:5][C:1]([CH3:4])([CH3:3])[CH3:2])=[O:7])[C:10]([OH:12])=[O:11])[C:19]1[CH:24]=[CH:23][CH:22]=[CH:21][CH:20]=1. The yield is 0.800. (6) The reactants are Br[C:2]1[CH:23]=[CH:22][C:5]([C:6]([NH:8][S:9]([C:12]2[CH:17]=[CH:16][CH:15]=[CH:14][C:13]=2[S:18](=[O:21])(=[O:20])[NH2:19])(=[O:11])=[O:10])=[O:7])=[CH:4][CH:3]=1.[C:24]([C:28]#[C:29]B(OC(C)C)OC(C)C)([CH3:27])([CH3:26])[CH3:25].C(=O)([O-])[O-].[Na+].[Na+].O. The catalyst is CN(C=O)C.Cl[Pd]Cl.C1(P(C2C=CC=CC=2)[C-]2C=CC=C2)C=CC=CC=1.[C-]1(P(C2C=CC=CC=2)C2C=CC=CC=2)C=CC=C1.[Fe+2]. The product is [CH3:25][C:24]([CH3:27])([CH3:26])[C:28]#[C:29][C:2]1[CH:23]=[CH:22][C:5]([C:6]([NH:8][S:9]([C:12]2[CH:17]=[CH:16][CH:15]=[CH:14][C:13]=2[S:18](=[O:21])(=[O:20])[NH2:19])(=[O:11])=[O:10])=[O:7])=[CH:4][CH:3]=1. The yield is 0.490. (7) The reactants are [Cl:1][C:2]1[N:7]=[CH:6][N+:5]([O-])=[C:4]2[CH2:9][CH2:10][C@@H:11]([CH3:12])[C:3]=12.[C:13]([O:16]C(=O)C)(=[O:15])[CH3:14]. The product is [C:13]([O:16][CH:9]1[C:4]2[N:5]=[CH:6][N:7]=[C:2]([Cl:1])[C:3]=2[C@H:11]([CH3:12])[CH2:10]1)(=[O:15])[CH3:14]. No catalyst specified. The yield is 0.700.